This data is from Full USPTO retrosynthesis dataset with 1.9M reactions from patents (1976-2016). The task is: Predict the reactants needed to synthesize the given product. (1) Given the product [CH3:1][O:2][C:3](=[O:35])[CH2:4][C@H:5]1[C:9]2[CH:10]=[CH:11][C:12]([O:14][C@H:15]3[C:23]4[C:18](=[C:19]([O:25][C:26]5[CH:31]=[CH:30][C:29]([O:32][C@@H:38]6[CH2:39][CH2:40][O:36][CH2:37]6)=[C:28]([C:33]#[N:34])[CH:27]=5)[CH:20]=[CH:21][C:22]=4[F:24])[CH2:17][CH2:16]3)=[CH:13][C:8]=2[O:7][CH2:6]1, predict the reactants needed to synthesize it. The reactants are: [CH3:1][O:2][C:3](=[O:35])[CH2:4][C@H:5]1[C:9]2[CH:10]=[CH:11][C:12]([O:14][C@H:15]3[C:23]4[C:18](=[C:19]([O:25][C:26]5[CH:31]=[CH:30][C:29]([OH:32])=[C:28]([C:33]#[N:34])[CH:27]=5)[CH:20]=[CH:21][C:22]=4[F:24])[CH2:17][CH2:16]3)=[CH:13][C:8]=2[O:7][CH2:6]1.[O:36]1[CH2:40][CH2:39][C@H:38](OS(C2C=CC(C)=CC=2)(=O)=O)[CH2:37]1. (2) Given the product [C:27]([C:22]1[CH:23]=[CH:24][CH:25]=[CH:26][C:21]=1[CH2:20][C:12]1[C:13]2[C:18](=[O:19])[NH:17][N:16]=[CH:15][C:14]=2[NH:10][C:11]=1[C:29]1[CH:34]=[CH:33][C:32]([O:35][CH:36]([F:37])[F:38])=[C:31]([O:39][CH:40]2[CH2:41][CH2:42]2)[CH:30]=1)#[N:28], predict the reactants needed to synthesize it. The reactants are: C(OC[N:10]1[C:14]2[CH:15]=[N:16][NH:17][C:18](=[O:19])[C:13]=2[C:12]([CH2:20][C:21]2[CH:26]=[CH:25][CH:24]=[CH:23][C:22]=2[C:27]#[N:28])=[C:11]1[C:29]1[CH:34]=[CH:33][C:32]([O:35][CH:36]([F:38])[F:37])=[C:31]([O:39][CH:40]2[CH2:42][CH2:41]2)[CH:30]=1)C1C=CC=CC=1.C(OCN1C2C=NNC(=O)C=2C(CC2C=CC=CC=2F)=C1C1C=CC(OC(F)F)=C(OC2CC2)C=1)C1C=CC=CC=1. (3) The reactants are: Br[C:2]1[N:3]([C:17]2[CH:22]=[CH:21][C:20]([Cl:23])=[CH:19][CH:18]=2)[C:4]([C:8]2[C:13]([F:14])=[CH:12][CH:11]=[C:10]([F:15])[C:9]=2[F:16])=[C:5]([Cl:7])[N:6]=1.[CH3:24][N:25](C)CCN(C)C. Given the product [Cl:7][C:5]1[N:6]=[C:2]([C:24]#[N:25])[N:3]([C:17]2[CH:22]=[CH:21][C:20]([Cl:23])=[CH:19][CH:18]=2)[C:4]=1[C:8]1[C:13]([F:14])=[CH:12][CH:11]=[C:10]([F:15])[C:9]=1[F:16], predict the reactants needed to synthesize it. (4) The reactants are: [N:1]1[CH:6]=[CH:5][CH:4]=[CH:3][C:2]=1[C:7]1[N:11]=[C:10]([C:12]2[CH:17]=[C:16](F)[CH:15]=[C:14]([C:19]#[N:20])[CH:13]=2)[O:9][N:8]=1.C(=O)([O-])[O-].[K+].[K+].[NH:27]1[CH:31]=[CH:30][N:29]=[CH:28]1.CN(C)C=O. Given the product [N:1]1[CH:6]=[CH:5][CH:4]=[CH:3][C:2]=1[C:7]1[N:11]=[C:10]([C:12]2[CH:17]=[C:16]([N:27]3[CH:31]=[CH:30][N:29]=[CH:28]3)[CH:15]=[C:14]([C:19]#[N:20])[CH:13]=2)[O:9][N:8]=1, predict the reactants needed to synthesize it. (5) Given the product [F:25][C:22]1[CH:23]=[CH:24][C:19]([C:17]2[N:12]=[C:10]([NH:9][C:4]3[CH:5]=[CH:6][CH:7]=[CH:8][C:3]=3[C:2]([F:13])([F:1])[F:14])[S:11][CH:16]=2)=[CH:20][CH:21]=1, predict the reactants needed to synthesize it. The reactants are: [F:1][C:2]([F:14])([F:13])[C:3]1[CH:8]=[CH:7][CH:6]=[CH:5][C:4]=1[NH:9][C:10]([NH2:12])=[S:11].Br[CH2:16][C:17]([C:19]1[CH:24]=[CH:23][C:22]([F:25])=[CH:21][CH:20]=1)=O.